From a dataset of NCI-60 drug combinations with 297,098 pairs across 59 cell lines. Regression. Given two drug SMILES strings and cell line genomic features, predict the synergy score measuring deviation from expected non-interaction effect. (1) Drug 1: C1=CC(=CC=C1CC(C(=O)O)N)N(CCCl)CCCl.Cl. Drug 2: C1=CC=C(C(=C1)C(C2=CC=C(C=C2)Cl)C(Cl)Cl)Cl. Cell line: SN12C. Synergy scores: CSS=24.9, Synergy_ZIP=-2.41, Synergy_Bliss=0.992, Synergy_Loewe=0.0145, Synergy_HSA=0.0498. (2) Drug 1: CC12CCC3C(C1CCC2=O)CC(=C)C4=CC(=O)C=CC34C. Drug 2: CC1=C(C(=O)C2=C(C1=O)N3CC4C(C3(C2COC(=O)N)OC)N4)N. Cell line: UACC62. Synergy scores: CSS=45.4, Synergy_ZIP=-11.2, Synergy_Bliss=-6.97, Synergy_Loewe=-9.87, Synergy_HSA=-3.13. (3) Drug 1: C1=CC(=CC=C1CC(C(=O)O)N)N(CCCl)CCCl.Cl. Cell line: M14. Synergy scores: CSS=1.11, Synergy_ZIP=-3.42, Synergy_Bliss=-6.50, Synergy_Loewe=-9.91, Synergy_HSA=-9.21. Drug 2: CCN(CC)CCCC(C)NC1=C2C=C(C=CC2=NC3=C1C=CC(=C3)Cl)OC. (4) Cell line: A498. Synergy scores: CSS=29.9, Synergy_ZIP=-3.67, Synergy_Bliss=0.00151, Synergy_Loewe=1.76, Synergy_HSA=2.09. Drug 1: COC1=C(C=C2C(=C1)N=CN=C2NC3=CC(=C(C=C3)F)Cl)OCCCN4CCOCC4. Drug 2: CCCCC(=O)OCC(=O)C1(CC(C2=C(C1)C(=C3C(=C2O)C(=O)C4=C(C3=O)C=CC=C4OC)O)OC5CC(C(C(O5)C)O)NC(=O)C(F)(F)F)O. (5) Drug 1: C1CN1P(=S)(N2CC2)N3CC3. Drug 2: C1=NC2=C(N1)C(=S)N=CN2. Cell line: SW-620. Synergy scores: CSS=13.4, Synergy_ZIP=-8.01, Synergy_Bliss=0.960, Synergy_Loewe=-11.7, Synergy_HSA=-1.38. (6) Drug 1: CNC(=O)C1=CC=CC=C1SC2=CC3=C(C=C2)C(=NN3)C=CC4=CC=CC=N4. Drug 2: CC1=C(C(CCC1)(C)C)C=CC(=CC=CC(=CC(=O)O)C)C. Cell line: CAKI-1. Synergy scores: CSS=21.3, Synergy_ZIP=-5.70, Synergy_Bliss=-2.08, Synergy_Loewe=0.570, Synergy_HSA=0.917. (7) Drug 1: C1=CC(=CC=C1C#N)C(C2=CC=C(C=C2)C#N)N3C=NC=N3. Drug 2: CC1CCC2CC(C(=CC=CC=CC(CC(C(=O)C(C(C(=CC(C(=O)CC(OC(=O)C3CCCCN3C(=O)C(=O)C1(O2)O)C(C)CC4CCC(C(C4)OC)O)C)C)O)OC)C)C)C)OC. Cell line: NCI-H522. Synergy scores: CSS=-7.92, Synergy_ZIP=2.64, Synergy_Bliss=-0.972, Synergy_Loewe=-8.54, Synergy_HSA=-8.54. (8) Drug 1: C1=C(C(=O)NC(=O)N1)F. Drug 2: C(=O)(N)NO. Cell line: NCI-H460. Synergy scores: CSS=53.4, Synergy_ZIP=-5.23, Synergy_Bliss=-9.03, Synergy_Loewe=-9.01, Synergy_HSA=-5.17.